The task is: Predict the product of the given reaction.. This data is from Forward reaction prediction with 1.9M reactions from USPTO patents (1976-2016). (1) Given the reactants Br[C:2]1[CH:7]=[CH:6][C:5]([CH2:8][N:9]2[C:14](=[O:15])[C:13]([C:16]([NH:18][CH2:19][C:20]([OH:22])=[O:21])=[O:17])=[C:12]([OH:23])[C:11]([CH:24]([CH3:26])[CH3:25])=[N:10]2)=[CH:4][CH:3]=1.[N:27]1[CH:32]=[CH:31][C:30](B(O)O)=[CH:29][CH:28]=1.C(=O)([O-])[O-].[K+].[K+].Cl, predict the reaction product. The product is: [OH:23][C:12]1[C:11]([CH:24]([CH3:26])[CH3:25])=[N:10][N:9]([CH2:8][C:5]2[CH:6]=[CH:7][C:2]([C:30]3[CH:31]=[CH:32][N:27]=[CH:28][CH:29]=3)=[CH:3][CH:4]=2)[C:14](=[O:15])[C:13]=1[C:16]([NH:18][CH2:19][C:20]([OH:22])=[O:21])=[O:17]. (2) Given the reactants [F:1]/[C:2](/[CH2:13]Br)=[CH:3]/[CH2:4][NH:5]C(=O)OC(C)(C)C.[OH:15][C:16]1[C:30]([Cl:31])=[CH:29][C:19]([C:20]([NH:22][CH:23]2[CH2:28][CH2:27][CH2:26][CH2:25][CH2:24]2)=[O:21])=[CH:18][C:17]=1[Cl:32], predict the reaction product. The product is: [ClH:31].[NH2:5][CH2:4]/[CH:3]=[C:2](/[F:1])\[CH2:13][O:15][C:16]1[C:17]([Cl:32])=[CH:18][C:19]([C:20]([NH:22][CH:23]2[CH2:28][CH2:27][CH2:26][CH2:25][CH2:24]2)=[O:21])=[CH:29][C:30]=1[Cl:31].